This data is from Catalyst prediction with 721,799 reactions and 888 catalyst types from USPTO. The task is: Predict which catalyst facilitates the given reaction. (1) Reactant: [S:1]1[C:5]2[CH:6]=[CH:7][CH:8]=[CH:9][C:4]=2[CH:3]=[C:2]1[CH2:10]O.CS(OS(C)(=O)=O)(=O)=O.CC(=O)OCC.[N:27]1([C:33]2[CH:40]=[CH:39][CH:38]=[CH:37][C:34]=2[C:35]#[N:36])[CH2:32][CH2:31][NH:30][CH2:29][CH2:28]1. Product: [S:1]1[C:5]2[CH:6]=[CH:7][CH:8]=[CH:9][C:4]=2[CH:3]=[C:2]1[CH2:10][N:30]1[CH2:29][CH2:28][N:27]([C:33]2[CH:40]=[CH:39][CH:38]=[CH:37][C:34]=2[C:35]#[N:36])[CH2:32][CH2:31]1. The catalyst class is: 2. (2) Reactant: [CH2:1]([C@H:8]1[N:13]([C:14]([C:16]2[N:17]=[CH:18][N:19]([CH:27]3[CH2:32][CH2:31][CH2:30][CH2:29][C:28]3([CH2:34][CH2:35][CH2:36][CH3:37])[OH:33])[C:20]=2[C:21]2[CH:26]=[CH:25][CH:24]=[CH:23][CH:22]=2)=[O:15])[CH2:12][CH2:11][N:10](C(OC(C)(C)C)=O)[CH2:9]1)[C:2]1[CH:7]=[CH:6][CH:5]=[CH:4][CH:3]=1.C(OCC)(=O)C.[ClH:51]. Product: [ClH:51].[CH2:1]([C@@H:8]1[CH2:9][NH:10][CH2:11][CH2:12][N:13]1[C:14]([C:16]1[N:17]=[CH:18][N:19]([CH:27]2[CH2:32][CH2:31][CH2:30][CH2:29][C:28]2([CH2:34][CH2:35][CH2:36][CH3:37])[OH:33])[C:20]=1[C:21]1[CH:22]=[CH:23][CH:24]=[CH:25][CH:26]=1)=[O:15])[C:2]1[CH:3]=[CH:4][CH:5]=[CH:6][CH:7]=1. The catalyst class is: 13. (3) Reactant: [F:1][C:2]([C:9]1[CH:28]=[CH:27][C:12]([O:13][C:14]2[CH:19]=[N:18][CH:17]=[C:16]3[S:20][C:21]([C:23]([NH:25][CH3:26])=[O:24])=[CH:22][C:15]=23)=[CH:11][CH:10]=1)([F:8])[C:3](OCC)=[O:4].[BH4-].[Na+]. Product: [F:1][C:2]([C:9]1[CH:10]=[CH:11][C:12]([O:13][C:14]2[CH:19]=[N:18][CH:17]=[C:16]3[S:20][C:21]([C:23]([NH:25][CH3:26])=[O:24])=[CH:22][C:15]=23)=[CH:27][CH:28]=1)([F:8])[CH2:3][OH:4]. The catalyst class is: 430. (4) Reactant: [Cl:1][CH2:2][C:3](Cl)=[O:4].[Cl-].[Al+3].[Cl-].[Cl-].[F:10][C:11]([F:26])([F:25])[C:12]([N:14]1[CH2:20][CH2:19][C:18]2[CH:21]=[CH:22][CH:23]=[CH:24][C:17]=2[CH2:16][CH2:15]1)=[O:13].Cl. Product: [Cl:1][CH2:2][C:3]([C:23]1[CH:22]=[CH:21][C:18]2[CH2:19][CH2:20][N:14]([C:12](=[O:13])[C:11]([F:25])([F:10])[F:26])[CH2:15][CH2:16][C:17]=2[CH:24]=1)=[O:4]. The catalyst class is: 68.